Dataset: Peptide-MHC class I binding affinity with 185,985 pairs from IEDB/IMGT. Task: Regression. Given a peptide amino acid sequence and an MHC pseudo amino acid sequence, predict their binding affinity value. This is MHC class I binding data. (1) The peptide sequence is DEEAINLFH. The MHC is HLA-B57:01 with pseudo-sequence HLA-B57:01. The binding affinity (normalized) is 0.0847. (2) The peptide sequence is EKWKRQLNSL. The MHC is HLA-B08:01 with pseudo-sequence HLA-B08:01. The binding affinity (normalized) is 0.489.